From a dataset of Peptide-MHC class II binding affinity with 134,281 pairs from IEDB. Regression. Given a peptide amino acid sequence and an MHC pseudo amino acid sequence, predict their binding affinity value. This is MHC class II binding data. (1) The peptide sequence is HYPLHLRYYRITYGE. The MHC is DRB3_0101 with pseudo-sequence DRB3_0101. The binding affinity (normalized) is 0.0670. (2) The peptide sequence is TGKKITAHLKRLWKM. The MHC is DRB1_0801 with pseudo-sequence DRB1_0801. The binding affinity (normalized) is 0.561.